Dataset: Merck oncology drug combination screen with 23,052 pairs across 39 cell lines. Task: Regression. Given two drug SMILES strings and cell line genomic features, predict the synergy score measuring deviation from expected non-interaction effect. (1) Drug 1: CS(=O)(=O)CCNCc1ccc(-c2ccc3ncnc(Nc4ccc(OCc5cccc(F)c5)c(Cl)c4)c3c2)o1. Synergy scores: synergy=90.0. Cell line: LNCAP. Drug 2: Cn1c(=O)n(-c2ccc(C(C)(C)C#N)cc2)c2c3cc(-c4cnc5ccccc5c4)ccc3ncc21. (2) Drug 1: O=S1(=O)NC2(CN1CC(F)(F)F)C1CCC2Cc2cc(C=CCN3CCC(C(F)(F)F)CC3)ccc2C1. Drug 2: CCc1c2c(nc3ccc(O)cc13)-c1cc3c(c(=O)n1C2)COC(=O)C3(O)CC. Cell line: A375. Synergy scores: synergy=22.7.